This data is from Full USPTO retrosynthesis dataset with 1.9M reactions from patents (1976-2016). The task is: Predict the reactants needed to synthesize the given product. (1) Given the product [CH3:20][N:19]([CH3:21])[CH2:18][CH2:17][CH2:16][C:11]1[C:10]2[CH2:9][CH2:8][C:7]([CH3:22])([CH3:6])[CH2:15][C:14]=2[NH:13][C:12]=1[CH:27]=[O:28], predict the reactants needed to synthesize it. The reactants are: P(Cl)(Cl)(Cl)=O.[CH3:6][C:7]1([CH3:22])[CH2:15][C:14]2[NH:13][CH:12]=[C:11]([CH2:16][CH2:17][CH2:18][N:19]([CH3:21])[CH3:20])[C:10]=2[CH2:9][CH2:8]1.[OH-].[K+].CN(C)[CH:27]=[O:28]. (2) Given the product [F:24][C@H:25]1[CH2:27][C@@H:26]1[C:28]1[O:32][N:31]=[C:30]([C:33]2[CH:34]=[CH:35][C:36]([CH3:40])=[C:37]([NH:38][C:10]([C:3]3[N:4]4[CH:9]=[CH:8][CH:7]=[CH:6][C:5]4=[N:1][CH:2]=3)=[O:12])[CH:39]=2)[N:29]=1, predict the reactants needed to synthesize it. The reactants are: [N:1]1[CH:2]=[C:3]([C:10]([OH:12])=O)[N:4]2[CH:9]=[CH:8][CH:7]=[CH:6][C:5]=12.C(Cl)(=O)C(Cl)=O.CN(C=O)C.[F:24][C@H:25]1[CH2:27][C@@H:26]1[C:28]1[O:32][N:31]=[C:30]([C:33]2[CH:34]=[CH:35][C:36]([CH3:40])=[C:37]([CH:39]=2)[NH2:38])[N:29]=1. (3) Given the product [Cl:1][C:2]1[CH:3]=[C:4]2[C:8](=[CH:9][CH:10]=1)[C:7](=[O:11])[N:6]([C:12]1[CH:13]=[N:14][CH:15]=[C:16]([B:24]3[O:25][C:26]([CH3:28])([CH3:27])[C:22]([CH3:38])([CH3:21])[O:23]3)[CH:17]=1)[C:5]2([CH3:20])[CH3:19], predict the reactants needed to synthesize it. The reactants are: [Cl:1][C:2]1[CH:3]=[C:4]2[C:8](=[CH:9][CH:10]=1)[C:7](=[O:11])[N:6]([C:12]1[CH:13]=[N:14][CH:15]=[C:16](I)[CH:17]=1)[C:5]2([CH3:20])[CH3:19].[CH3:21][C:22]1([CH3:38])[C:26]([CH3:28])([CH3:27])[O:25][B:24]([B:24]2[O:25][C:26]([CH3:28])([CH3:27])[C:22]([CH3:38])([CH3:21])[O:23]2)[O:23]1.CC([O-])=O.[K+]. (4) Given the product [CH3:11][C:4]1[C:5]([N+:8]([O-:10])=[O:9])=[CH:6][CH:7]=[C:2]([N:12]2[CH:16]=[N:15][CH:14]=[N:13]2)[N:3]=1, predict the reactants needed to synthesize it. The reactants are: Br[C:2]1[CH:7]=[CH:6][C:5]([N+:8]([O-:10])=[O:9])=[C:4]([CH3:11])[N:3]=1.[NH:12]1[CH:16]=[N:15][CH:14]=[N:13]1.C(=O)([O-])[O-].[K+].[K+].O. (5) Given the product [O:1]=[CH:2][C@@H:3]([C@H:5]([C@H:7]([CH2:9][OH:10])[OH:8])[OH:6])[OH:4], predict the reactants needed to synthesize it. The reactants are: [O:1]=[CH:2][C@@H:3]([C@H:5]([C@@H:7]([C@@H:9](CO)[OH:10])[OH:8])[OH:6])[OH:4].O=C[C@H]([C@@H]([C@H]([C@H](CO)O)O)O)O.